Dataset: Reaction yield outcomes from USPTO patents with 853,638 reactions. Task: Predict the reaction yield, written as a fraction of the theoretical maximum amount of product (1.0 means a 100% yield; for example, 0.34 means a 34% yield). (1) The reactants are [CH2:1]([C:3]1([C:13]2[C:21]3[C:16](=[C:17]([NH2:22])[CH:18]=[CH:19][CH:20]=3)[N:15]([CH3:23])[CH:14]=2)[C:11]2[C:6](=[CH:7][C:8]([F:12])=[CH:9][CH:10]=2)[CH2:5][CH2:4]1)[CH3:2].[CH3:24][S:25](Cl)(=[O:27])=[O:26]. The catalyst is N1C=CC=CC=1.CCOCC. The product is [CH2:1]([C:3]1([C:13]2[C:21]3[C:16](=[C:17]([NH:22][S:25]([CH3:24])(=[O:27])=[O:26])[CH:18]=[CH:19][CH:20]=3)[N:15]([CH3:23])[CH:14]=2)[C:11]2[C:6](=[CH:7][C:8]([F:12])=[CH:9][CH:10]=2)[CH2:5][CH2:4]1)[CH3:2]. The yield is 0.860. (2) The reactants are [CH2:1]([C:3]1[NH:8][C:7](=[O:9])[C:6]([C:10]#[N:11])=[C:5]([CH3:12])[CH:4]=1)[CH3:2].[BH4-].[Na+].NCCNCCN.C(O)(C(F)(F)F)=O. The catalyst is CO.[Ni](Cl)Cl. The product is [NH2:11][CH2:10][C:6]1[C:7](=[O:9])[NH:8][C:3]([CH2:1][CH3:2])=[CH:4][C:5]=1[CH3:12]. The yield is 0.541. (3) The reactants are [OH:1][CH2:2][C:3]1[CH:4]=[C:5]([NH:9][C:10](=[O:12])[CH3:11])[CH:6]=[CH:7][CH:8]=1. The catalyst is C1(C)C=CC=CC=1.O=[Mn]=O. The product is [CH:2]([C:3]1[CH:4]=[C:5]([NH:9][C:10](=[O:12])[CH3:11])[CH:6]=[CH:7][CH:8]=1)=[O:1]. The yield is 0.750. (4) The product is [Cl:13][CH2:12][S:9]([NH:8][C:7]1[CH:6]=[C:5]([N:14]2[C:23](=[O:24])[C@H:18]3[CH2:19][C@H:20]([F:22])[CH2:21][N:17]3[C:15]2=[O:16])[C:4]([F:26])=[CH:3][C:2]=1[Cl:1])(=[O:10])=[O:11]. The reactants are [Cl:1][C:2]1[C:7]([NH:8][S:9]([CH2:12][Cl:13])(=[O:11])=[O:10])=[CH:6][C:5]([NH:14][C:15]([N:17]2[CH2:21][C@@H:20]([F:22])[CH2:19][C@@H:18]2[C:23](O)=[O:24])=[O:16])=[C:4]([F:26])[CH:3]=1.S(Cl)(Cl)=O. The catalyst is ClCCl.CN(C)C=O. The yield is 0.847. (5) The reactants are [NH:1]1[C:9]2[C:4](=[CH:5][CH:6]=[C:7]3[O:12][CH2:11][CH2:10][C:8]3=2)[CH:3]=[C:2]1C(O)=O.O1C2C=C3C(CCN3)=CC=2C=C1C(O)=O.CCCCCCC. The catalyst is C1(OC2C=CC=CC=2)C=CC=CC=1. The product is [NH:1]1[C:9]2[C:4](=[CH:5][CH:6]=[C:7]3[O:12][CH2:11][CH2:10][C:8]3=2)[CH:3]=[CH:2]1. The yield is 0.0540.